From a dataset of Reaction yield outcomes from USPTO patents with 853,638 reactions. Predict the reaction yield, written as a fraction of the theoretical maximum amount of product (1.0 means a 100% yield; for example, 0.34 means a 34% yield). (1) The reactants are [CH2:1]([O:8][C:9]1[CH:14]=[CH:13][C:12]([C:15]2[N:16]([CH2:21][CH2:22][C:23]3[CH:28]=[CH:27][C:26]([OH:29])=[CH:25][CH:24]=3)[C:17]([CH3:20])=[CH:18][CH:19]=2)=[CH:11][CH:10]=1)[C:2]1[CH:7]=[CH:6][CH:5]=[CH:4][CH:3]=1.Br[CH2:31][CH2:32][CH2:33][CH2:34][CH2:35][CH2:36][CH2:37][CH2:38][CH2:39][CH2:40][CH3:41].C(=O)([O-])[O-].[K+].[K+].O. The catalyst is CN(C=O)C. The product is [CH2:1]([O:8][C:9]1[CH:14]=[CH:13][C:12]([C:15]2[N:16]([CH2:21][CH2:22][C:23]3[CH:28]=[CH:27][C:26]([O:29][CH2:41][CH2:40][CH2:39][CH2:38][CH2:37][CH2:36][CH2:35][CH2:34][CH2:33][CH2:32][CH3:31])=[CH:25][CH:24]=3)[C:17]([CH3:20])=[CH:18][CH:19]=2)=[CH:11][CH:10]=1)[C:2]1[CH:3]=[CH:4][CH:5]=[CH:6][CH:7]=1. The yield is 0.857. (2) The reactants are [N+:1]([CH:4]([N+:6]([O-:8])=[O:7])[CH3:5])([O-:3])=[O:2].[OH-].[K+].[C:11]([O:15][CH:16]([CH2:19][CH2:20][CH2:21][CH2:22][CH3:23])[CH2:17][CH3:18])(=[O:14])[CH:12]=[CH2:13].CO. The catalyst is O. The product is [N+:1]([C:4]([N+:6]([O-:8])=[O:7])([CH3:5])[CH2:13][CH2:12][C:11]([O:15][CH:16]([CH2:19][CH2:20][CH2:21][CH2:22][CH3:23])[CH2:17][CH3:18])=[O:14])([O-:3])=[O:2]. The yield is 0.800. (3) The reactants are O[CH:2]1[C:11]2[N:10]=[CH:9][CH:8]=[C:7]([O:12][CH3:13])[C:6]=2[CH2:5][CH2:4][CH2:3]1.[NH2:14]C1C2N=CC=CC=2CCC1. No catalyst specified. The product is [NH2:14][CH:2]1[C:11]2[N:10]=[CH:9][CH:8]=[C:7]([O:12][CH3:13])[C:6]=2[CH2:5][CH2:4][CH2:3]1. The yield is 0.680. (4) The reactants are [CH3:1][O:2][C:3]([C@@H:5]([N:13]1[CH2:21][C:17]2[CH:18]=[CH:19][S:20][C:16]=2[CH2:15][CH2:14]1)[C:6]1[CH:7]=[CH:8][CH:9]=[CH:10][C:11]=1[Cl:12])=[O:4].[S:22](=[O:26])(=[O:25])([OH:24])[OH:23]. The catalyst is ClCCl. The yield is 0.300. The product is [CH3:1][O:2][C:3]([C@@H:5]([N:13]1[CH2:21][C:17]2[CH:18]=[CH:19][S:20][C:16]=2[CH2:15][CH2:14]1)[C:6]1[C:11]([Cl:12])=[CH:10][CH:9]=[CH:8][CH:7]=1)=[O:4].[OH:25][S:22]([OH:26])(=[O:24])=[O:23].